From a dataset of CYP2C19 inhibition data for predicting drug metabolism from PubChem BioAssay. Regression/Classification. Given a drug SMILES string, predict its absorption, distribution, metabolism, or excretion properties. Task type varies by dataset: regression for continuous measurements (e.g., permeability, clearance, half-life) or binary classification for categorical outcomes (e.g., BBB penetration, CYP inhibition). Dataset: cyp2c19_veith. The molecule is Cc1noc(C)c1-c1nccc(N(C)C)n1. The result is 0 (non-inhibitor).